This data is from Full USPTO retrosynthesis dataset with 1.9M reactions from patents (1976-2016). The task is: Predict the reactants needed to synthesize the given product. Given the product [NH3:8].[F:1][C:2]1[C:19]([C:30]#[C:29][C@@:27]([OH:31])([C:22]2[N:23]=[CH:24][CH:25]=[CH:26][N:21]=2)[CH3:28])=[CH:18][C:5]2[C:6]3[N:10]=[C:9]([C:11]([NH2:13])=[O:12])[NH:8][C:7]=3[CH:14]3[CH2:17][CH:16]([C:4]=2[CH:3]=1)[CH2:15]3, predict the reactants needed to synthesize it. The reactants are: [F:1][C:2]1[C:19](I)=[CH:18][C:5]2[C:6]3[N:10]=[C:9]([C:11]([NH2:13])=[O:12])[NH:8][C:7]=3[CH:14]3[CH2:17][CH:16]([C:4]=2[CH:3]=1)[CH2:15]3.[N:21]1[CH:26]=[CH:25][CH:24]=[N:23][C:22]=1[C@:27]([OH:31])([C:29]#[CH:30])[CH3:28].C(Cl)Cl.